From a dataset of Full USPTO retrosynthesis dataset with 1.9M reactions from patents (1976-2016). Predict the reactants needed to synthesize the given product. (1) Given the product [Br:10][C:7]1[CH:8]=[CH:9][C:2]([OH:1])=[CH:3][C:4]=1[C:5]#[N:6], predict the reactants needed to synthesize it. The reactants are: [OH:1][C:2]1[CH:3]=[C:4]([CH:7]=[CH:8][CH:9]=1)[C:5]#[N:6].[Br:10]N1C(=O)CCC1=O.S([O-])(O)(=O)=O.[Na+]. (2) Given the product [CH:3]([O:7][C:9]1[N:14]=[CH:13][C:12]([C:15]2[O:19][N:18]=[C:17]([C:20]3[CH:28]=[CH:27][C:26]4[NH:25][C:24]5[CH:29]([CH2:32][C:33]([OH:35])=[O:34])[CH2:30][CH2:31][C:23]=5[C:22]=4[CH:21]=3)[N:16]=2)=[CH:11][C:10]=1[CH3:38])([CH2:5][CH3:6])[CH3:4], predict the reactants needed to synthesize it. The reactants are: [H-].[Na+].[C@@H:3]([OH:7])([CH2:5][CH3:6])[CH3:4].F[C:9]1[N:14]=[CH:13][C:12]([C:15]2[O:19][N:18]=[C:17]([C:20]3[CH:28]=[CH:27][C:26]4[NH:25][C:24]5[CH:29]([CH2:32][C:33]([O:35]CC)=[O:34])[CH2:30][CH2:31][C:23]=5[C:22]=4[CH:21]=3)[N:16]=2)=[CH:11][C:10]=1[CH3:38]. (3) Given the product [ClH:28].[C:1]([N:5]1[CH2:9][C@@H:8]([C:10]2[CH:15]=[CH:14][C:13]([F:16])=[CH:12][C:11]=2[F:17])[C@H:7]([C:18]([OH:20])=[O:19])[CH2:6]1)([CH3:4])([CH3:2])[CH3:3], predict the reactants needed to synthesize it. The reactants are: [C:1]([N:5]1[CH2:9][C@@H:8]([C:10]2[CH:15]=[CH:14][C:13]([F:16])=[CH:12][C:11]=2[F:17])[C@H:7]([C:18]([O:20]C)=[O:19])[CH2:6]1)([CH3:4])([CH3:3])[CH3:2].C[Si](C)(C)[O-].[K+].[ClH:28].C(OCC)(=O)C. (4) The reactants are: S([O-])([O-])(=O)=O.[Na+].[Na+].Cl.[NH2:9][OH:10].Cl[C:12]([Cl:17])(Cl)[CH:13](O)O.[CH3:18][C:19]1[C:25]([Cl:26])=[CH:24][CH:23]=[CH:22][C:20]=1[NH2:21].Cl. Given the product [Cl:26][C:25]1[C:19]([CH3:18])=[C:20]([N:21]=[C:12]([Cl:17])[CH:13]=[N:9][OH:10])[CH:22]=[CH:23][CH:24]=1, predict the reactants needed to synthesize it.